Dataset: Full USPTO retrosynthesis dataset with 1.9M reactions from patents (1976-2016). Task: Predict the reactants needed to synthesize the given product. (1) Given the product [Cl:58][C:57]1[C:52]([NH:23][C@H:24]2[CH2:25][CH2:26][C@H:27]([NH:30][CH2:31][C@H:32]([OH:37])[C:33]([F:34])([F:35])[F:36])[CH2:28][CH2:29]2)([C:50]2[C:49]([Cl:69])=[CH:48][N:47]=[CH:46][CH:51]=2)[NH:53][C:54]([NH:59][CH2:60][CH:61]2[CH2:66][CH2:65][O:64][C:63]([CH3:68])([CH3:67])[CH2:62]2)=[CH:55][CH:56]=1, predict the reactants needed to synthesize it. The reactants are: ClC1C(C2C(Cl)=CN=C([NH:23][C@H:24]3[CH2:29][CH2:28][C@H:27]([NH:30][CH2:31][C@H:32]([OH:37])[C:33]([F:36])([F:35])[F:34])[CH2:26][CH2:25]3)C=2)=NC(NCC2CCOCC2)=CC=1.N[C@H]1CC[C@H](N[C:46]2[CH:51]=[C:50]([C:52]3[C:57]([Cl:58])=[CH:56][CH:55]=[C:54]([NH:59][CH2:60][CH:61]4[CH2:66][CH2:65][O:64][C:63]([CH3:68])([CH3:67])[CH2:62]4)[N:53]=3)[C:49]([Cl:69])=[CH:48][N:47]=2)CC1.FC(F)(F)[C@H]1OC1. (2) The reactants are: Cl[C:2]1[C:7]([N+:8]([O-:10])=[O:9])=[C:6]([NH:11][CH2:12][CH2:13][CH2:14][CH2:15][OH:16])[C:5]([CH3:17])=[C:4]([CH3:18])[N:3]=1.[O:19]1[CH2:24][CH2:23]OCC1. Given the product [CH3:18][C:4]1[C:5]([CH3:17])=[C:6]([NH:11][CH2:12][CH2:13][CH2:14][CH2:15][OH:16])[C:7]([N+:8]([O-:10])=[O:9])=[C:2]([O:19][C:24]2[CH:23]=[CH:6][CH:5]=[CH:4][CH:18]=2)[N:3]=1, predict the reactants needed to synthesize it. (3) Given the product [I:9][CH2:3][CH2:2][CH2:1][C:4]1[S:5][CH:6]=[CH:7][CH:8]=1, predict the reactants needed to synthesize it. The reactants are: [CH2:1]([C:4]1[S:5][CH:6]=[CH:7][CH:8]=1)[CH:2]=[CH2:3].[I:9]N1C(=O)CCC1=O.C([O-])(O)=O.[Na+]. (4) The reactants are: P([O-])([O-])([O-])=O.[K+].[K+].[K+].[Cl:9][C:10]1[C:15](I)=[CH:14][N:13]=[CH:12][N:11]=1.CC1(C)C(C)(C)OB([C:25]2[CH2:30][CH2:29][N:28]([C:31]([O:33][C:34]([CH3:37])([CH3:36])[CH3:35])=[O:32])[CH2:27][CH:26]=2)O1.COCCOC. Given the product [Cl:9][C:10]1[C:15]([C:25]2[CH2:30][CH2:29][N:28]([C:31]([O:33][C:34]([CH3:37])([CH3:36])[CH3:35])=[O:32])[CH2:27][CH:26]=2)=[CH:14][N:13]=[CH:12][N:11]=1, predict the reactants needed to synthesize it.